This data is from HIV replication inhibition screening data with 41,000+ compounds from the AIDS Antiviral Screen. The task is: Binary Classification. Given a drug SMILES string, predict its activity (active/inactive) in a high-throughput screening assay against a specified biological target. (1) The molecule is CC(C)CC(NC(=O)OC(C)(C)C)C(=O)NC(CC(=O)OCc1ccccc1)C(N)=O. The result is 0 (inactive). (2) The compound is CCOC(=O)CC(C)=NNS(=O)(=O)c1ccc(N)cc1. The result is 0 (inactive). (3) The molecule is CC1=NN(c2ccccc2)C(=O)C1N=Nc1ccc(S(=O)(=O)Nc2nccc(C)n2)cc1. The result is 0 (inactive). (4) The compound is CN(C)C(=O)N1NC(c2ccccc2)C1c1ccccc1. The result is 0 (inactive). (5) The drug is COc1cc2c3c([nH]c2c(OC)c1OC)CCN(Cc1ccccc1)C3.Cl. The result is 0 (inactive). (6) The compound is CCN(CC)c1ncnc2c1ncn2CCNC(CO)(CO)CO. The result is 0 (inactive). (7) The compound is O=[N+]([O-])c1cnc(C=[N+]([O-])CCO)n1CCO. The result is 0 (inactive). (8) The drug is COC(=O)C1=C(C(=O)OC)N(c2ccncc2)C(c2ccco2)=CC1c1ccccc1[N+](=O)[O-]. The result is 0 (inactive). (9) The result is 0 (inactive). The molecule is NC(C(=O)O)C(O)C(=O)O.